From a dataset of Peptide-MHC class I binding affinity with 185,985 pairs from IEDB/IMGT. Regression. Given a peptide amino acid sequence and an MHC pseudo amino acid sequence, predict their binding affinity value. This is MHC class I binding data. (1) The peptide sequence is PRRIRQGLEL. The MHC is Mamu-A07 with pseudo-sequence Mamu-A07. The binding affinity (normalized) is 0. (2) The peptide sequence is SYMMDDLELI. The MHC is HLA-B53:01 with pseudo-sequence HLA-B53:01. The binding affinity (normalized) is 0.0847. (3) The peptide sequence is QSVGHMMVI. The MHC is HLA-B15:01 with pseudo-sequence HLA-B15:01. The binding affinity (normalized) is 0. (4) The peptide sequence is EISSNDNAK. The MHC is HLA-A31:01 with pseudo-sequence HLA-A31:01. The binding affinity (normalized) is 0. (5) The peptide sequence is VFKAMETFK. The MHC is HLA-A31:01 with pseudo-sequence HLA-A31:01. The binding affinity (normalized) is 0.763. (6) The MHC is HLA-B27:05 with pseudo-sequence HLA-B27:05. The binding affinity (normalized) is 0.0847. The peptide sequence is RPPGCTFPA. (7) The peptide sequence is LLTQSNAGF. The MHC is HLA-B08:01 with pseudo-sequence HLA-B08:01. The binding affinity (normalized) is 0.0847.